From a dataset of Full USPTO retrosynthesis dataset with 1.9M reactions from patents (1976-2016). Predict the reactants needed to synthesize the given product. Given the product [CH:26]1([NH:25][C:12]2[C:13]([NH:14][C:15](=[O:24])[C:16]3[CH:21]=[CH:20][CH:19]=[N:18][C:17]=3[CH2:22][CH3:23])=[C:8]([C:39]3[CH:38]=[CH:37][C:36]([Cl:35])=[CH:41][C:40]=3[Cl:42])[N:9]=[CH:10][N:11]=2)[CH2:28][CH2:27]1, predict the reactants needed to synthesize it. The reactants are: O1CCOCC1.Cl[C:8]1[C:13]([NH:14][C:15](=[O:24])[C:16]2[CH:21]=[CH:20][CH:19]=[N:18][C:17]=2[CH2:22][CH3:23])=[C:12]([NH:25][CH:26]2[CH2:28][CH2:27]2)[N:11]=[CH:10][N:9]=1.C(=O)([O-])[O-].[Na+].[Na+].[Cl:35][C:36]1[CH:41]=[C:40]([Cl:42])[CH:39]=[CH:38][C:37]=1B(O)O.